Dataset: Reaction yield outcomes from USPTO patents with 853,638 reactions. Task: Predict the reaction yield, written as a fraction of the theoretical maximum amount of product (1.0 means a 100% yield; for example, 0.34 means a 34% yield). (1) The reactants are [NH:1]1[CH2:6][CH2:5][CH2:4][C@@H:3]([NH:7][C:8]([CH:10]2[CH2:15][CH2:14][CH2:13][CH2:12][CH2:11]2)=[O:9])[CH2:2]1.[C:16]([N:21]1[CH2:26][CH2:25][C:24](=O)[CH2:23][CH2:22]1)([O:18][CH2:19][CH3:20])=[O:17].[N-]=C=O. The catalyst is CN(C)C=O. The product is [CH:10]1([C:8]([NH:7][C@@H:3]2[CH2:4][CH2:5][CH2:6][N:1]([CH:24]3[CH2:25][CH2:26][N:21]([C:16]([O:18][CH2:19][CH3:20])=[O:17])[CH2:22][CH2:23]3)[CH2:2]2)=[O:9])[CH2:15][CH2:14][CH2:13][CH2:12][CH2:11]1. The yield is 0.260. (2) The reactants are C[O:2][C:3](=[O:17])[CH2:4][O:5][C:6]1[CH:11]=[CH:10][C:9]([Cl:12])=[CH:8][C:7]=1[NH:13][C:14]([NH2:16])=[O:15].[Li+].[OH-]. The catalyst is C1COCC1.O. The product is [Cl:12][C:9]1[CH:10]=[CH:11][C:6]([O:5][CH2:4][C:3]([OH:17])=[O:2])=[C:7]([NH:13][C:14]([NH2:16])=[O:15])[CH:8]=1. The yield is 0.780. (3) The catalyst is CCO. The product is [Cl:1][C:2]1[C:3]([OH:12])=[C:4]([C:9](=[N:20][NH:19][C:17](=[O:18])[C:16]2[CH:21]=[CH:22][CH:23]=[C:14]([CH3:13])[CH:15]=2)[CH3:10])[CH:5]=[C:6]([Cl:8])[CH:7]=1. The yield is 0.930. The reactants are [Cl:1][C:2]1[C:3]([OH:12])=[C:4]([C:9](=O)[CH3:10])[CH:5]=[C:6]([Cl:8])[CH:7]=1.[CH3:13][C:14]1[CH:15]=[C:16]([CH:21]=[CH:22][CH:23]=1)[C:17]([NH:19][NH2:20])=[O:18].C(O)(=O)C.